This data is from Reaction yield outcomes from USPTO patents with 853,638 reactions. The task is: Predict the reaction yield, written as a fraction of the theoretical maximum amount of product (1.0 means a 100% yield; for example, 0.34 means a 34% yield). The reactants are C([O:14][C:15]1[C:26]2[C:25](=[O:27])[N:24]([CH2:28][C:29]3[CH:34]=[CH:33][C:32]([F:35])=[CH:31][CH:30]=3)[CH:23](O)[C:22]=2[C:21]([O:37][CH3:38])=[C:20]2[C:16]=1[N:17]=[CH:18][N:19]2[CH2:39]C1C=CC=CC=1)(C1C=CC=CC=1)C1C=CC=CC=1.C([SiH](CC)CC)C.FC(F)(F)C(O)=O. The yield is 1.00. The catalyst is C(Cl)Cl. The product is [F:35][C:32]1[CH:33]=[CH:34][C:29]([CH2:28][N:24]2[C:25](=[O:27])[C:26]3[C:22](=[C:21]([O:37][CH3:38])[C:20]4[N:19]=[CH:39][CH:18]=[N:17][C:16]=4[C:15]=3[OH:14])[CH2:23]2)=[CH:30][CH:31]=1.